This data is from Peptide-MHC class I binding affinity with 185,985 pairs from IEDB/IMGT. The task is: Regression. Given a peptide amino acid sequence and an MHC pseudo amino acid sequence, predict their binding affinity value. This is MHC class I binding data. (1) The peptide sequence is FSLPAQLL. The MHC is Patr-B0101 with pseudo-sequence YYTMYRENMASTDENIAYWTYGYYTWAERAYTWY. The binding affinity (normalized) is 0.849. (2) The peptide sequence is ESPSSIWVF. The MHC is HLA-A24:03 with pseudo-sequence HLA-A24:03. The binding affinity (normalized) is 0.343. (3) The peptide sequence is FTAGYSGGDI. The MHC is Patr-B0101 with pseudo-sequence Patr-B0101. The binding affinity (normalized) is 0.542. (4) The peptide sequence is KRMGVQVQR. The MHC is HLA-B27:05 with pseudo-sequence HLA-B27:05. The binding affinity (normalized) is 0.574. (5) The peptide sequence is PEDPAVDLLK. The MHC is Mamu-B8301 with pseudo-sequence Mamu-B8301. The binding affinity (normalized) is 0.494. (6) The peptide sequence is NPKLRNCRI. The MHC is HLA-B08:01 with pseudo-sequence HLA-B08:01. The binding affinity (normalized) is 0.586. (7) The peptide sequence is STDFKMAVEV. The MHC is HLA-A68:02 with pseudo-sequence HLA-A68:02. The binding affinity (normalized) is 0.791. (8) The peptide sequence is VFIWFIFHF. The MHC is HLA-B15:01 with pseudo-sequence HLA-B15:01. The binding affinity (normalized) is 0.402.